Task: Predict which catalyst facilitates the given reaction.. Dataset: Catalyst prediction with 721,799 reactions and 888 catalyst types from USPTO (1) Reactant: [Cl:1][C:2]1[CH:9]=[C:8]([F:10])[CH:7]=[CH:6][C:3]=1[CH:4]=O.Cl.[F:12][C:13]1[C:14]([C:20](=[NH:22])[NH2:21])=[N:15][CH:16]=[C:17]([F:19])[CH:18]=1.[N:23]1([CH2:29][C:30](=O)[CH2:31][C:32]([O:34][CH3:35])=[O:33])[CH2:28][CH2:27][O:26][CH2:25][CH2:24]1.C([O-])(=O)C.[Na+]. Product: [Cl:1][C:2]1[CH:9]=[C:8]([F:10])[CH:7]=[CH:6][C:3]=1[CH:4]1[C:31]([C:32]([O:34][CH3:35])=[O:33])=[C:30]([CH2:29][N:23]2[CH2:28][CH2:27][O:26][CH2:25][CH2:24]2)[NH:21][C:20]([C:14]2[C:13]([F:12])=[CH:18][C:17]([F:19])=[CH:16][N:15]=2)=[N:22]1. The catalyst class is: 32. (2) Reactant: [CH:1]12[CH2:10][CH:5]3[CH2:6][CH:7]([CH2:9][CH:3]([CH2:4]3)[CH2:2]1)[CH2:8]2.I([O-])(=O)(=O)=O.[NH4+].[Cl-].[K+].[C:19]([OH:25])([C:21]([F:24])([F:23])[F:22])=[O:20].CCCCCCCCCCCC. Product: [F:22][C:21]([F:24])([F:23])[C:19]([O:25][C:1]12[CH2:10][CH:5]3[CH2:6][CH:7]([CH2:9][CH:3]([CH2:4]3)[CH2:2]1)[CH2:8]2)=[O:20]. The catalyst class is: 22. (3) Reactant: [F:1][C:2]1[C:7]([F:8])=[CH:6][C:5]([C:9]2(O)[C:17]3[C:12](=[CH:13][CH:14]=[CH:15][CH:16]=3)[N:11]([CH:18]([C:25]3[CH:30]=[CH:29][CH:28]=[CH:27][CH:26]=3)[C:19]3[CH:24]=[CH:23][CH:22]=[CH:21][CH:20]=3)[C:10]2=[O:31])=[C:4]([OH:33])[CH:3]=1.C([SiH](CC)CC)C. Product: [F:1][C:2]1[C:7]([F:8])=[CH:6][C:5]([CH:9]2[C:17]3[C:12](=[CH:13][CH:14]=[CH:15][CH:16]=3)[N:11]([CH:18]([C:25]3[CH:26]=[CH:27][CH:28]=[CH:29][CH:30]=3)[C:19]3[CH:24]=[CH:23][CH:22]=[CH:21][CH:20]=3)[C:10]2=[O:31])=[C:4]([OH:33])[CH:3]=1. The catalyst class is: 55. (4) Product: [C:22]([O:21][CH:10]([CH2:11][CH2:12][CH2:13][CH2:14][CH2:15][CH2:16][CH2:17][CH2:18][CH2:19][CH3:20])[CH2:9][O:8][Si:1]([C:4]([CH3:7])([CH3:6])[CH3:5])([CH3:3])[CH3:2])(=[O:24])[CH3:23]. The catalyst class is: 4. Reactant: [Si:1]([O:8][CH2:9][CH:10]([OH:21])[CH2:11][CH2:12][CH2:13][CH2:14][CH2:15][CH2:16][CH2:17][CH2:18][CH2:19][CH3:20])([C:4]([CH3:7])([CH3:6])[CH3:5])([CH3:3])[CH3:2].[C:22](OC(=O)C)(=[O:24])[CH3:23].N1C=CC=CC=1.CN(C1C=CN=CC=1)C. (5) Reactant: COC1C=C(OC)C=CC=1C[N:6]([C:21]1[S:22][CH:23]=[CH:24][N:25]=1)[S:7]([C:10]1[CH:19]=[CH:18][C:13]([C:14]([O:16]C)=[O:15])=[C:12]([F:20])[CH:11]=1)(=[O:9])=[O:8].[OH-].[Na+].Cl. Product: [NH3:6].[F:20][C:12]1[CH:11]=[C:10]([S:7]([NH:6][C:21]2[S:22][CH:23]=[CH:24][N:25]=2)(=[O:8])=[O:9])[CH:19]=[CH:18][C:13]=1[C:14]([OH:16])=[O:15]. The catalyst class is: 87. (6) Reactant: C([N:8](CC1C=CC=CC=1)[C:9]1([CH2:13][NH:14][C:15]2[C:24]3[C:19](=[CH:20][CH:21]=[C:22]([CH3:25])[CH:23]=3)[N:18]=[C:17]([N:26]3[CH2:32][C:31]4[CH:33]=[C:34]([N:37]5[CH2:42][CH2:41][O:40][CH2:39][CH2:38]5)[CH:35]=[CH:36][C:30]=4[S:29](=[O:44])(=[O:43])[CH2:28][CH2:27]3)[CH:16]=2)[CH2:12][O:11][CH2:10]1)C1C=CC=CC=1.FC(F)(F)C(O)=O.C(=O)(O)[O-].[Na+]. Product: [NH2:8][C:9]1([CH2:13][NH:14][C:15]2[C:24]3[C:19](=[CH:20][CH:21]=[C:22]([CH3:25])[CH:23]=3)[N:18]=[C:17]([N:26]3[CH2:32][C:31]4[CH:33]=[C:34]([N:37]5[CH2:42][CH2:41][O:40][CH2:39][CH2:38]5)[CH:35]=[CH:36][C:30]=4[S:29](=[O:43])(=[O:44])[CH2:28][CH2:27]3)[CH:16]=2)[CH2:10][O:11][CH2:12]1. The catalyst class is: 293. (7) Reactant: [C:1]([O:5][C:6](=[O:43])[NH:7][C:8]1[CH:9]=[C:10]2[CH:16]=[C:15]([C:17]([C:24]3[CH:29]=[CH:28][C:27]([S:30]([CH3:33])(=[O:32])=[O:31])=[CH:26][CH:25]=3)=[CH:18][CH:19]3[CH2:23][CH2:22][CH2:21][CH2:20]3)[N:14](S(C3C=CC=CC=3)(=O)=O)[C:11]2=[N:12][CH:13]=1)([CH3:4])([CH3:3])[CH3:2].[F-].C([N+](CCCC)(CCCC)CCCC)CCC.O1CCCC1. Product: [C:1]([O:5][C:6](=[O:43])[NH:7][C:8]1[CH:9]=[C:10]2[CH:16]=[C:15]([C:17]([C:24]3[CH:29]=[CH:28][C:27]([S:30]([CH3:33])(=[O:32])=[O:31])=[CH:26][CH:25]=3)=[CH:18][CH:19]3[CH2:20][CH2:21][CH2:22][CH2:23]3)[NH:14][C:11]2=[N:12][CH:13]=1)([CH3:3])([CH3:4])[CH3:2]. The catalyst class is: 170. (8) Reactant: [CH3:1][C:2]1[C:7]([CH3:8])=[CH:6][C:5]([CH3:9])=[CH:4][N:3]=1.C(O)(=[O:12])C.OO.S([O-])([O-])=O.[Na+].[Na+].C(=O)([O-])[O-].[Na+].[Na+]. The catalyst class is: 6. Product: [CH3:1][C:2]1[C:7]([CH3:8])=[CH:6][C:5]([CH3:9])=[CH:4][N+:3]=1[O-:12]. (9) Reactant: C1(P(C2C=CC=CC=2)C2C=CC=CC=2)C=CC=CC=1.BrN1C(=O)CCC1=O.[CH:28]1([CH2:33][C@H:34]([C:38]2[CH:43]=[CH:42][C:41]([Cl:44])=[C:40]([Cl:45])[CH:39]=2)[C:35]([OH:37])=O)[CH2:32][CH2:31][CH2:30][CH2:29]1.[CH3:46][O:47][C:48]([C:50]1[N:51]=[C:52]([NH2:55])[S:53][CH:54]=1)=[O:49]. Product: [CH3:46][O:47][C:48]([C:50]1[N:51]=[C:52]([NH:55][C:35](=[O:37])[C@@H:34]([C:38]2[CH:43]=[CH:42][C:41]([Cl:44])=[C:40]([Cl:45])[CH:39]=2)[CH2:33][CH:28]2[CH2:29][CH2:30][CH2:31][CH2:32]2)[S:53][CH:54]=1)=[O:49]. The catalyst class is: 2.